Regression. Given two drug SMILES strings and cell line genomic features, predict the synergy score measuring deviation from expected non-interaction effect. From a dataset of NCI-60 drug combinations with 297,098 pairs across 59 cell lines. (1) Drug 1: C1=C(C(=O)NC(=O)N1)N(CCCl)CCCl. Drug 2: CN1C(=O)N2C=NC(=C2N=N1)C(=O)N. Cell line: HS 578T. Synergy scores: CSS=16.9, Synergy_ZIP=-4.70, Synergy_Bliss=5.99, Synergy_Loewe=-2.57, Synergy_HSA=4.48. (2) Drug 1: CC1=C(C=C(C=C1)NC2=NC=CC(=N2)N(C)C3=CC4=NN(C(=C4C=C3)C)C)S(=O)(=O)N.Cl. Drug 2: CC1C(C(CC(O1)OC2CC(CC3=C2C(=C4C(=C3O)C(=O)C5=C(C4=O)C(=CC=C5)OC)O)(C(=O)C)O)N)O.Cl. Cell line: SNB-19. Synergy scores: CSS=47.3, Synergy_ZIP=23.4, Synergy_Bliss=17.9, Synergy_Loewe=-12.0, Synergy_HSA=16.6. (3) Drug 1: CS(=O)(=O)C1=CC(=C(C=C1)C(=O)NC2=CC(=C(C=C2)Cl)C3=CC=CC=N3)Cl. Drug 2: N.N.Cl[Pt+2]Cl. Cell line: HCT116. Synergy scores: CSS=-4.23, Synergy_ZIP=1.81, Synergy_Bliss=1.07, Synergy_Loewe=-2.21, Synergy_HSA=-1.95. (4) Drug 2: C1CN(P(=O)(OC1)NCCCl)CCCl. Cell line: HCC-2998. Drug 1: C1=C(C(=O)NC(=O)N1)F. Synergy scores: CSS=20.5, Synergy_ZIP=-5.19, Synergy_Bliss=-11.2, Synergy_Loewe=-13.9, Synergy_HSA=-11.8. (5) Drug 1: CC1CCC2CC(C(=CC=CC=CC(CC(C(=O)C(C(C(=CC(C(=O)CC(OC(=O)C3CCCCN3C(=O)C(=O)C1(O2)O)C(C)CC4CCC(C(C4)OC)OCCO)C)C)O)OC)C)C)C)OC. Drug 2: CC(C)CN1C=NC2=C1C3=CC=CC=C3N=C2N. Cell line: IGROV1. Synergy scores: CSS=9.25, Synergy_ZIP=4.98, Synergy_Bliss=7.91, Synergy_Loewe=5.43, Synergy_HSA=5.29. (6) Drug 1: C1CC(C1)(C(=O)O)C(=O)O.[NH2-].[NH2-].[Pt+2]. Drug 2: CC1CCCC2(C(O2)CC(NC(=O)CC(C(C(=O)C(C1O)C)(C)C)O)C(=CC3=CSC(=N3)C)C)C. Cell line: RPMI-8226. Synergy scores: CSS=79.3, Synergy_ZIP=4.04, Synergy_Bliss=3.90, Synergy_Loewe=0.974, Synergy_HSA=5.09. (7) Drug 1: C#CCC(CC1=CN=C2C(=N1)C(=NC(=N2)N)N)C3=CC=C(C=C3)C(=O)NC(CCC(=O)O)C(=O)O. Drug 2: CC(C)NC(=O)C1=CC=C(C=C1)CNNC.Cl. Cell line: NCIH23. Synergy scores: CSS=3.72, Synergy_ZIP=1.15, Synergy_Bliss=-4.58, Synergy_Loewe=-6.24, Synergy_HSA=-3.25. (8) Drug 1: CCN(CC)CCCC(C)NC1=C2C=C(C=CC2=NC3=C1C=CC(=C3)Cl)OC. Drug 2: CC1CCCC2(C(O2)CC(NC(=O)CC(C(C(=O)C(C1O)C)(C)C)O)C(=CC3=CSC(=N3)C)C)C. Cell line: RPMI-8226. Synergy scores: CSS=82.3, Synergy_ZIP=1.36, Synergy_Bliss=-0.0438, Synergy_Loewe=-22.8, Synergy_HSA=0.838.